From a dataset of Catalyst prediction with 721,799 reactions and 888 catalyst types from USPTO. Predict which catalyst facilitates the given reaction. (1) Product: [CH3:1][NH:2][C@H:10]1[CH2:11][CH2:12][C@@H:13]([N:16]2[CH2:20][CH2:19][CH2:18][CH2:17]2)[CH2:14][CH2:15]1. The catalyst class is: 4. Reactant: [CH3:1][N:2]([C@H:10]1[CH2:15][CH2:14][C@@H:13]([N:16]2[CH2:20][CH2:19][CH2:18][CH2:17]2)[CH2:12][CH2:11]1)C(=O)OC(C)(C)C.FC(F)(F)C(O)=O. (2) Product: [CH3:46][C:47]1[NH:51][N:50]=[C:49]([C:52]([N:43]2[CH2:44][CH2:45][N:40]([C:34]3[CH:39]=[CH:38][CH:37]=[CH:36][CH:35]=3)[CH2:41][CH2:42]2)=[O:53])[CH:48]=1. The catalyst class is: 174. Reactant: C(N(C(C)C)CC)(C)C.CN(C(ON1N=NC2C=CC=NC1=2)=[N+](C)C)C.F[P-](F)(F)(F)(F)F.[C:34]1([N:40]2[CH2:45][CH2:44][NH:43][CH2:42][CH2:41]2)[CH:39]=[CH:38][CH:37]=[CH:36][CH:35]=1.[CH3:46][C:47]1[NH:51][N:50]=[C:49]([C:52](O)=[O:53])[CH:48]=1.[Cl-].[Na+]. (3) Product: [OH:14][CH:13]1[CH2:12][C:11]2([CH2:19][CH2:18][NH:17][CH2:16][CH2:15]2)[CH2:10][CH:9]1[NH:8][C:6](=[O:7])[O:5][C:2]([CH3:3])([CH3:1])[CH3:4]. Reactant: [CH3:1][C:2]([O:5][C:6]([NH:8][CH:9]1[CH:13]([OH:14])[CH2:12][C:11]2([CH2:19][CH2:18][N:17](C(OCC3C=CC=CC=3)=O)[CH2:16][CH2:15]2)[CH2:10]1)=[O:7])([CH3:4])[CH3:3]. The catalyst class is: 320. (4) Reactant: [C:1]([C:5]1[NH:6][C:7]([C:25]2[CH:30]=[CH:29][C:28]([F:31])=[CH:27][CH:26]=2)=[C:8]([C:10]2[N:15]=[C:14]3[N:16]([CH2:20][C:21]([CH3:24])([CH3:23])[CH3:22])[C:17]([NH2:19])=[N:18][C:13]3=[CH:12][CH:11]=2)[N:9]=1)([CH3:4])([CH3:3])[CH3:2].[CH3:32][S:33]([OH:36])(=[O:35])=[O:34]. Product: [CH3:32][S:33]([OH:36])(=[O:35])=[O:34].[C:1]([C:5]1[NH:6][C:7]([C:25]2[CH:26]=[CH:27][C:28]([F:31])=[CH:29][CH:30]=2)=[C:8]([C:10]2[N:15]=[C:14]3[N:16]([CH2:20][C:21]([CH3:24])([CH3:23])[CH3:22])[C:17]([NH2:19])=[N:18][C:13]3=[CH:12][CH:11]=2)[N:9]=1)([CH3:2])([CH3:3])[CH3:4]. The catalyst class is: 24. (5) The catalyst class is: 13. Reactant: C(O[C:6](=[O:12])[O:7][C:8]([CH3:11])([CH3:10])[CH3:9])(C)(C)C.CCCCCC.[NH2:19][C:20]1[C:25]([CH3:26])=[CH:24][CH:23]=[CH:22][N:21]=1. Product: [CH3:26][C:25]1[C:20]([NH:19][C:6](=[O:12])[O:7][C:8]([CH3:9])([CH3:10])[CH3:11])=[N:21][CH:22]=[CH:23][CH:24]=1.